Dataset: Reaction yield outcomes from USPTO patents with 853,638 reactions. Task: Predict the reaction yield, written as a fraction of the theoretical maximum amount of product (1.0 means a 100% yield; for example, 0.34 means a 34% yield). The reactants are [NH:1]1[C:5]2[CH:6]=[CH:7][CH:8]=[CH:9][C:4]=2[N:3]=[C:2]1[CH2:10][CH2:11][C:12]([O:14][CH2:15][CH3:16])=[O:13].[H-].[Na+].[CH2:19](Br)[C:20]1[CH:25]=[CH:24][CH:23]=[CH:22][CH:21]=1. The catalyst is O1CCCC1. The product is [CH2:19]([N:1]1[C:5]2[CH:6]=[CH:7][CH:8]=[CH:9][C:4]=2[N:3]=[C:2]1[CH2:10][CH2:11][C:12]([O:14][CH2:15][CH3:16])=[O:13])[C:20]1[CH:25]=[CH:24][CH:23]=[CH:22][CH:21]=1. The yield is 0.820.